Dataset: Forward reaction prediction with 1.9M reactions from USPTO patents (1976-2016). Task: Predict the product of the given reaction. Given the reactants Cl.[N:2]1([C:8]2[CH:13]=[CH:12][C:11](/[CH:14]=[CH:15]/[C:16]3[C:24]4[C:19](=[CH:20][CH:21]=[CH:22][CH:23]=4)[NH:18][N:17]=3)=[CH:10][CH:9]=2)[CH2:7][CH2:6][NH:5][CH2:4][CH2:3]1.[C:25](O)(=[O:27])[CH3:26].O.ON1C2C=CC=CC=2N=N1.Cl.C(N=C=NCCCN(C)C)C.CN1CCOCC1.C(=O)([O-])O.[Na+], predict the reaction product. The product is: [C:25]([N:5]1[CH2:6][CH2:7][N:2]([C:8]2[CH:13]=[CH:12][C:11](/[CH:14]=[CH:15]/[C:16]3[C:24]4[C:19](=[CH:20][CH:21]=[CH:22][CH:23]=4)[NH:18][N:17]=3)=[CH:10][CH:9]=2)[CH2:3][CH2:4]1)(=[O:27])[CH3:26].